From a dataset of SARS-CoV-2 main protease (3CLPro) crystallographic fragment screen with 879 compounds. Binary Classification. Given a drug SMILES string, predict its activity (active/inactive) in a high-throughput screening assay against a specified biological target. The drug is Cc1c(Cl)cccc1NC(=O)CN. The result is 0 (inactive).